From a dataset of Full USPTO retrosynthesis dataset with 1.9M reactions from patents (1976-2016). Predict the reactants needed to synthesize the given product. (1) Given the product [O:12]1[CH:13]=[CH:5][CH:4]=[C:3]1[CH:6]([OH:11])[CH2:7][CH2:8][CH2:9][OH:10], predict the reactants needed to synthesize it. The reactants are: S1[CH:5]=[CH:4][C:3]([CH:6]([OH:11])[CH2:7][CH2:8][CH2:9][OH:10])=C1.[O:12]1C=CC=[C:13]1C=O. (2) Given the product [N+:1]([C:4]1[CH:9]=[CH:8][CH:7]=[CH:6][C:5]=1[O:10][CH2:11][C@@H:12]([OH:14])[CH2:13][NH:25][CH2:24][CH2:23][C:18]1[CH:19]=[CH:20][C:21]([Cl:22])=[C:16]([Cl:15])[CH:17]=1)([O-:3])=[O:2], predict the reactants needed to synthesize it. The reactants are: [N+:1]([C:4]1[CH:9]=[CH:8][CH:7]=[CH:6][C:5]=1[O:10][CH2:11][C@H:12]1[O:14][CH2:13]1)([O-:3])=[O:2].[Cl:15][C:16]1[CH:17]=[C:18]([CH2:23][CH2:24][NH2:25])[CH:19]=[CH:20][C:21]=1[Cl:22]. (3) Given the product [S:1]1[C:5]2[CH:6]=[CH:7][CH:8]=[CH:9][C:4]=2[N:3]=[C:2]1[O:10][C:11]1[CH:16]=[CH:15][C:14]([CH2:17][CH2:18][N:19]([CH2:25][CH:26]2[CH2:27][CH2:28]2)[CH2:20][CH2:21][CH2:22][C:23]2[N:33]=[N:34][NH:35][N:24]=2)=[CH:13][CH:12]=1, predict the reactants needed to synthesize it. The reactants are: [S:1]1[C:5]2[CH:6]=[CH:7][CH:8]=[CH:9][C:4]=2[N:3]=[C:2]1[O:10][C:11]1[CH:16]=[CH:15][C:14]([CH2:17][CH2:18][N:19]([CH2:25][CH:26]2[CH2:28][CH2:27]2)[CH2:20][CH2:21][CH2:22][C:23]#[N:24])=[CH:13][CH:12]=1.C[Al](C)C.[N:33]([Si](C)(C)C)=[N+:34]=[N-:35]. (4) The reactants are: [H-].[Na+].[CH3:3][C:4]1([CH3:34])[O:9][C:8]2[CH:10]=[CH:11][C:12]([C@H:14]3[O:18][C:17](=[O:19])[N:16]([CH2:20][CH2:21][C:22]4[CH:33]=[CH:32][C:25]5[O:26][CH2:27][C@@H:28]([CH2:30][OH:31])[O:29][C:24]=5[CH:23]=4)[CH2:15]3)=[CH:13][C:7]=2[CH2:6][O:5]1.Cl.[Cl:36][C:37]1[C:42]([CH2:43]Cl)=[CH:41][CH:40]=[C:39]([Cl:45])[N:38]=1.P([O-])([O-])([O-])=O. Given the product [Cl:36][C:37]1[C:42]([CH2:43][O:31][CH2:30][C@@H:28]2[CH2:27][O:26][C:25]3[CH:32]=[CH:33][C:22]([CH2:21][CH2:20][N:16]4[CH2:15][CH:14]([C:12]5[CH:11]=[CH:10][C:8]6[O:9][C:4]([CH3:34])([CH3:3])[O:5][CH2:6][C:7]=6[CH:13]=5)[O:18][C:17]4=[O:19])=[CH:23][C:24]=3[O:29]2)=[CH:41][CH:40]=[C:39]([Cl:45])[N:38]=1, predict the reactants needed to synthesize it. (5) Given the product [Br:20][CH:18]([CH3:19])[CH2:17][CH2:16][C:6]1([C:10]([O:12][CH2:13][CH3:14])=[O:11])[CH2:9][CH2:8][CH2:7]1, predict the reactants needed to synthesize it. The reactants are: [Li]CCCC.[CH:6]1([C:10]([O:12][CH2:13][CH3:14])=[O:11])[CH2:9][CH2:8][CH2:7]1.Br[CH2:16][CH2:17][CH:18]([Br:20])[CH3:19].[NH4+].[Cl-]. (6) Given the product [C:15]([O:19][C:20](=[O:25])[NH:21][CH2:22][CH2:23][N:4]1[CH2:3][CH2:2][N:1]([CH2:7][C:8](=[O:9])[N:10]2[CH2:11][CH2:12][CH2:13][CH2:14]2)[CH2:6][CH2:5]1)([CH3:18])([CH3:17])[CH3:16], predict the reactants needed to synthesize it. The reactants are: [N:1]1([CH2:7][C:8]([N:10]2[CH2:14][CH2:13][CH2:12][CH2:11]2)=[O:9])[CH2:6][CH2:5][NH:4][CH2:3][CH2:2]1.[C:15]([O:19][C:20](=[O:25])[NH:21][CH2:22][CH2:23]Br)([CH3:18])([CH3:17])[CH3:16].